This data is from Forward reaction prediction with 1.9M reactions from USPTO patents (1976-2016). The task is: Predict the product of the given reaction. (1) Given the reactants [O:1]1[CH:5]=[CH:4][N:3]=[C:2]1[C@@H:6]1[NH:10][CH:9]([C:11]([OH:13])=[O:12])[CH2:8][S:7]1.CCN(C(C)C)C(C)C.Cl[C:24]([O:26][CH2:27][C:28]1[CH:33]=[CH:32][CH:31]=[CH:30][CH:29]=1)=[O:25], predict the reaction product. The product is: [CH2:27]([O:26][C:24]([N:10]1[CH:9]([C:11]([OH:13])=[O:12])[CH2:8][S:7][C@@H:6]1[C:2]1[O:1][CH:5]=[CH:4][N:3]=1)=[O:25])[C:28]1[CH:33]=[CH:32][CH:31]=[CH:30][CH:29]=1. (2) Given the reactants [ClH:1].[CH2:2]([O:4][C:5](=[O:9])[C@H:6]([CH3:8])[NH2:7])[CH3:3].[P:10](Cl)(Cl)([O:12][C:13]1[CH:18]=[CH:17][CH:16]=[CH:15][CH:14]=1)=[O:11].C(N(CC)CC)C.C(OCC)(=O)C, predict the reaction product. The product is: [Cl:1][C:14]1[CH:15]=[CH:16][CH:17]=[CH:18][C:13]=1[O:12][P:10](=[N:7][C@@H:6]([CH3:8])[C:5]([O:4][CH2:2][CH3:3])=[O:9])=[O:11].